Dataset: Aqueous solubility values for 9,982 compounds from the AqSolDB database. Task: Regression/Classification. Given a drug SMILES string, predict its absorption, distribution, metabolism, or excretion properties. Task type varies by dataset: regression for continuous measurements (e.g., permeability, clearance, half-life) or binary classification for categorical outcomes (e.g., BBB penetration, CYP inhibition). For this dataset (solubility_aqsoldb), we predict Y. (1) The compound is OCNC(=S)c1ccccc1. The Y is -1.14 log mol/L. (2) The drug is CCCCCCCC/C=C/CCCCCCCC(=O)O.NCCO. The Y is -3.09 log mol/L. (3) The molecule is CC(C)(C)CC(=O)OCC(=O)C1(O)CCC2C3CCC4=CC(=O)CCC4(C)C3C(O)CC21C. The Y is -5.51 log mol/L. (4) The drug is O=C1CCCCCCCN1. The Y is 0.633 log mol/L. (5) The compound is Cc1ccc(S(=O)(=O)NC(=O)NN2CCCCCC2)cc1. The Y is -3.68 log mol/L. (6) The drug is Fc1ccc(C(c2ccccc2)(c2ccccc2F)n2ccnc2)cc1. The Y is -8.40 log mol/L.